Dataset: Full USPTO retrosynthesis dataset with 1.9M reactions from patents (1976-2016). Task: Predict the reactants needed to synthesize the given product. (1) Given the product [NH2:43][CH:40]1[CH2:41][CH2:42][N:37]([C:16]2[N:17]=[C:18]([C:19]3[CH:20]=[C:21]([CH:25]=[CH:26][C:27]=3[CH3:28])[C:22]([NH:36][CH2:35][CH:32]3[CH2:34][CH2:33]3)=[O:24])[C:13]3[CH:12]=[CH:11][C:10](=[O:31])[N:9]([C:3]4[C:2]([F:1])=[CH:7][CH:6]=[CH:5][C:4]=4[F:8])[C:14]=3[N:15]=2)[CH2:38][CH2:39]1, predict the reactants needed to synthesize it. The reactants are: [F:1][C:2]1[CH:7]=[CH:6][CH:5]=[C:4]([F:8])[C:3]=1[N:9]1[C:14]2[N:15]=[C:16](SC)[N:17]=[C:18]([C:19]3[CH:20]=[C:21]([CH:25]=[CH:26][C:27]=3[CH3:28])[C:22]([OH:24])=O)[C:13]=2[CH:12]=[CH:11][C:10]1=[O:31].[CH:32]1([CH2:35][NH2:36])[CH2:34][CH2:33]1.[NH:37]1[CH2:42][CH2:41][CH:40]([NH2:43])[CH2:39][CH2:38]1. (2) Given the product [C:43]([O:47][C:48](=[O:59])[N:49]([C:50]1[N:55]=[C:54]([CH3:56])[C:53]([C:57]#[N:58])=[CH:52][N:51]=1)[CH2:10][CH2:9][CH2:8][CH:5]1[CH2:4][CH2:3][N:2]([CH3:1])[CH2:7][CH2:6]1)([CH3:46])([CH3:44])[CH3:45], predict the reactants needed to synthesize it. The reactants are: [CH3:1][N:2]1[CH2:7][CH2:6][CH:5]([CH2:8][CH2:9][CH2:10]O)[CH2:4][CH2:3]1.CC1CCCO1.S([O-])([O-])(=O)=O.[Mg+2].C1(P(C2C=CC=CC=2)C2C=CC=CC=2)C=CC=CC=1.[C:43]([O:47][C:48](=[O:59])[NH:49][C:50]1[N:55]=[C:54]([CH3:56])[C:53]([C:57]#[N:58])=[CH:52][N:51]=1)([CH3:46])([CH3:45])[CH3:44].N(C(OC(C)C)=O)=NC(OC(C)C)=O. (3) Given the product [Cl:1][C:2]1[C:3]([NH:23][C:24]2[CH:28]=[C:27]([CH3:29])[NH:26][N:25]=2)=[N:4][C:5]([NH:8][C:9]2[CH:14]=[C:13]([CH3:15])[C:12]([CH:16]3[CH2:17][CH2:18][N:19]([CH2:31][CH3:32])[CH2:20][CH2:21]3)=[CH:11][C:10]=2[F:22])=[N:6][CH:7]=1, predict the reactants needed to synthesize it. The reactants are: [Cl:1][C:2]1[C:3]([NH:23][C:24]2[CH:28]=[C:27]([CH3:29])[NH:26][N:25]=2)=[N:4][C:5]([NH:8][C:9]2[CH:14]=[C:13]([CH3:15])[C:12]([CH:16]3[CH2:21][CH2:20][NH:19][CH2:18][CH2:17]3)=[CH:11][C:10]=2[F:22])=[N:6][CH:7]=1.I[CH2:31][CH3:32].C(N(CC)CC)C. (4) Given the product [F:29][C:26]1[CH:25]=[CH:24][C:23]([C:15]([C:16]2[CH:21]=[CH:20][C:19]([F:22])=[CH:18][CH:17]=2)=[CH:14][CH2:13][S:12][C:9]2[CH:10]=[CH:11][C:6]([O:5][CH2:4][C:3]([OH:31])=[O:2])=[C:7]([CH3:30])[CH:8]=2)=[CH:28][CH:27]=1, predict the reactants needed to synthesize it. The reactants are: C[O:2][C:3](=[O:31])[CH2:4][O:5][C:6]1[CH:11]=[CH:10][C:9]([S:12][CH2:13][CH:14]=[C:15]([C:23]2[CH:28]=[CH:27][C:26]([F:29])=[CH:25][CH:24]=2)[C:16]2[CH:21]=[CH:20][C:19]([F:22])=[CH:18][CH:17]=2)=[CH:8][C:7]=1[CH3:30].[OH-].[Na+]. (5) Given the product [Cl:21][C:22]1[CH:23]=[C:24]([CH2:29][CH2:30][C@H:31]([NH:33][S@:34]([C:36]([CH3:37])([CH3:39])[CH3:38])=[O:35])[CH3:32])[CH:25]=[CH:26][C:27]=1[Cl:28], predict the reactants needed to synthesize it. The reactants are: CC([S@@](N)=O)(C)C.ClC1C=C(CCC(=O)C)C=CC=1Cl.[Cl:21][C:22]1[CH:23]=[C:24]([CH2:29][CH2:30]/[C:31](=[N:33]/[S@:34]([C:36]([CH3:39])([CH3:38])[CH3:37])=[O:35])/[CH3:32])[CH:25]=[CH:26][C:27]=1[Cl:28].CCC(C)[BH-](C(C)CC)C(C)CC.[Li+]. (6) The reactants are: S(OS([O-])=O)([O-])=O.[Na+].[Na+].[CH2:10]([N:12]1[C:24]2[CH:23]=[CH:22][C:21]([CH:25]=O)=[CH:20][C:19]=2[C:18]2[C:13]1=[CH:14][CH:15]=[CH:16][CH:17]=2)[CH3:11].[NH2:27][C:28]1[CH:29]=[C:30]([CH:34]=[CH:35][C:36]=1[NH:37][CH2:38][CH2:39][O:40][CH3:41])[C:31]([OH:33])=[O:32].Cl. Given the product [CH2:10]([N:12]1[C:24]2[CH:23]=[CH:22][C:21]([C:25]3[N:37]([CH2:38][CH2:39][O:40][CH3:41])[C:36]4[CH:35]=[CH:34][C:30]([C:31]([OH:33])=[O:32])=[CH:29][C:28]=4[N:27]=3)=[CH:20][C:19]=2[C:18]2[C:13]1=[CH:14][CH:15]=[CH:16][CH:17]=2)[CH3:11], predict the reactants needed to synthesize it.